This data is from NCI-60 drug combinations with 297,098 pairs across 59 cell lines. The task is: Regression. Given two drug SMILES strings and cell line genomic features, predict the synergy score measuring deviation from expected non-interaction effect. (1) Drug 2: CN1CCC(CC1)COC2=C(C=C3C(=C2)N=CN=C3NC4=C(C=C(C=C4)Br)F)OC. Synergy scores: CSS=59.5, Synergy_ZIP=6.34, Synergy_Bliss=7.92, Synergy_Loewe=-23.6, Synergy_HSA=6.90. Drug 1: CC1=C2C(C(=O)C3(C(CC4C(C3C(C(C2(C)C)(CC1OC(=O)C(C(C5=CC=CC=C5)NC(=O)OC(C)(C)C)O)O)OC(=O)C6=CC=CC=C6)(CO4)OC(=O)C)OC)C)OC. Cell line: BT-549. (2) Drug 1: CC1CCC2CC(C(=CC=CC=CC(CC(C(=O)C(C(C(=CC(C(=O)CC(OC(=O)C3CCCCN3C(=O)C(=O)C1(O2)O)C(C)CC4CCC(C(C4)OC)O)C)C)O)OC)C)C)C)OC. Drug 2: C1CCC(C(C1)N)N.C(=O)(C(=O)[O-])[O-].[Pt+4]. Cell line: OVCAR-5. Synergy scores: CSS=39.0, Synergy_ZIP=-9.56, Synergy_Bliss=-1.94, Synergy_Loewe=1.34, Synergy_HSA=2.40. (3) Drug 1: CC1=CC2C(CCC3(C2CCC3(C(=O)C)OC(=O)C)C)C4(C1=CC(=O)CC4)C. Drug 2: C(=O)(N)NO. Cell line: HCC-2998. Synergy scores: CSS=16.5, Synergy_ZIP=-4.59, Synergy_Bliss=2.90, Synergy_Loewe=-3.40, Synergy_HSA=0.352. (4) Drug 1: CC12CCC(CC1=CCC3C2CCC4(C3CC=C4C5=CN=CC=C5)C)O. Drug 2: C1CN1P(=S)(N2CC2)N3CC3. Cell line: HL-60(TB). Synergy scores: CSS=82.8, Synergy_ZIP=11.5, Synergy_Bliss=18.0, Synergy_Loewe=-0.319, Synergy_HSA=14.6. (5) Drug 1: C1=C(C(=O)NC(=O)N1)F. Drug 2: CCN(CC)CCNC(=O)C1=C(NC(=C1C)C=C2C3=C(C=CC(=C3)F)NC2=O)C. Cell line: NCIH23. Synergy scores: CSS=60.7, Synergy_ZIP=1.57, Synergy_Bliss=0.591, Synergy_Loewe=1.44, Synergy_HSA=6.73. (6) Drug 1: COC1=C2C(=CC3=C1OC=C3)C=CC(=O)O2. Drug 2: C1CN(P(=O)(OC1)NCCCl)CCCl. Cell line: UACC62. Synergy scores: CSS=21.2, Synergy_ZIP=0.808, Synergy_Bliss=5.46, Synergy_Loewe=-0.0313, Synergy_HSA=5.98.